Dataset: Full USPTO retrosynthesis dataset with 1.9M reactions from patents (1976-2016). Task: Predict the reactants needed to synthesize the given product. Given the product [O:1]1[C:6]2[CH:7]=[CH:8][CH:9]=[CH:10][C:5]=2[O:4][CH2:3][CH:2]1[CH2:11][NH:12][S:22]([N:21]([CH3:26])[CH3:20])(=[O:24])=[O:23], predict the reactants needed to synthesize it. The reactants are: [O:1]1[C:6]2[CH:7]=[CH:8][CH:9]=[CH:10][C:5]=2[O:4][CH2:3][CH:2]1[CH2:11][NH2:12].C(N(CC)CC)C.[CH3:20][N:21]([CH3:26])[S:22](Cl)(=[O:24])=[O:23].